This data is from Reaction yield outcomes from USPTO patents with 853,638 reactions. The task is: Predict the reaction yield, written as a fraction of the theoretical maximum amount of product (1.0 means a 100% yield; for example, 0.34 means a 34% yield). (1) The reactants are Br[C:2]1[C:6](C)=[CH:5][S:4][CH:3]=1.[CH3:8]CCCCC.C([Li])CCC.CON(C)[C:22](=[O:24])[CH3:23].[Cl-].[NH4+]. The catalyst is C(OCC)C. The product is [CH3:6][C:2]1[C:23]([C:22](=[O:24])[CH3:8])=[CH:5][S:4][CH:3]=1. The yield is 0.750. (2) The reactants are [F:1][C:2]1[CH:3]=[C:4]([N:12]2[C:16]([C:17]3[CH:22]=[CH:21][C:20]([C:23]4[O:24][CH:25]=[CH:26][CH:27]=4)=[CH:19][CH:18]=3)=[CH:15][C:14]([C:28](O)=[O:29])=[N:13]2)[CH:5]=[CH:6][C:7]=1[S:8]([CH3:11])(=[O:10])=[O:9].O.C(OCC)(=O)C. The catalyst is C1COCC1. The product is [F:1][C:2]1[CH:3]=[C:4]([N:12]2[C:16]([C:17]3[CH:18]=[CH:19][C:20]([C:23]4[O:24][CH:25]=[CH:26][CH:27]=4)=[CH:21][CH:22]=3)=[CH:15][C:14]([CH2:28][OH:29])=[N:13]2)[CH:5]=[CH:6][C:7]=1[S:8]([CH3:11])(=[O:9])=[O:10]. The yield is 0.526. (3) The reactants are I[C:2]1[CH:3]=[C:4]([C:20]([NH:22][CH2:23][C:24]2[CH:29]=[CH:28][C:27]([S:30]([CH3:33])(=[O:32])=[O:31])=[CH:26][CH:25]=2)=[O:21])[C:5](=[O:19])[N:6]([C:9]2[CH:14]=[CH:13][CH:12]=[C:11]([C:15]([F:18])([F:17])[F:16])[CH:10]=2)[C:7]=1[CH3:8].[C:34](=[N:37][OH:38])([NH2:36])[CH3:35].[CH2:39](N(CC)CC)C. The catalyst is Cl[Pd](Cl)([P](C1C=CC=CC=1)(C1C=CC=CC=1)C1C=CC=CC=1)[P](C1C=CC=CC=1)(C1C=CC=CC=1)C1C=CC=CC=1.C1(C)C=CC=CC=1. The product is [CH3:33][S:30]([C:27]1[CH:26]=[CH:25][C:24]([CH2:23][NH:22][C:20]([C:4]2[C:5](=[O:19])[N:6]([C:9]3[CH:14]=[CH:13][CH:12]=[C:11]([C:15]([F:18])([F:16])[F:17])[CH:10]=3)[C:7]([CH3:8])=[C:2]([C:39]3[O:38][N:37]=[C:34]([CH3:35])[N:36]=3)[CH:3]=2)=[O:21])=[CH:29][CH:28]=1)(=[O:31])=[O:32]. The yield is 0.380. (4) The reactants are [H-].[H-].[H-].[H-].[Li+].[Al+3].[C:7]1([CH2:13][CH2:14][CH2:15][CH2:16][C:17](O)=[O:18])[CH:12]=[CH:11][CH:10]=[CH:9][CH:8]=1.O.[OH-].[K+]. The catalyst is CCOCC. The yield is 0.950. The product is [C:7]1([CH2:13][CH2:14][CH2:15][CH2:16][CH2:17][OH:18])[CH:12]=[CH:11][CH:10]=[CH:9][CH:8]=1. (5) The reactants are [CH2:1]([O:8][C:9]1[CH:10]=[C:11]([C:15]2[CH:16]=[C:17]([CH:20]=[CH:21][CH:22]=2)[C:18]#N)[CH:12]=[CH:13][CH:14]=1)[C:2]1[CH:7]=[CH:6][CH:5]=[CH:4][CH:3]=1.[H-].C([Al+]CC(C)C)C(C)C.C1C[O:36]CC1. The catalyst is CCCCCC. The product is [CH2:1]([O:8][C:9]1[CH:10]=[C:11]([C:15]2[CH:16]=[C:17]([CH:20]=[CH:21][CH:22]=2)[CH:18]=[O:36])[CH:12]=[CH:13][CH:14]=1)[C:2]1[CH:7]=[CH:6][CH:5]=[CH:4][CH:3]=1. The yield is 0.750.